From a dataset of Full USPTO retrosynthesis dataset with 1.9M reactions from patents (1976-2016). Predict the reactants needed to synthesize the given product. (1) Given the product [Cl:1][C:2]1[CH:3]=[C:4]([C@@H:8]2[C@@H:13]([C:14]3[CH:15]=[CH:16][C:17]([Cl:20])=[CH:18][CH:19]=3)[N:12]([CH:21]([CH:22]3[CH2:24][CH2:23]3)[CH:25]3[CH2:27][CH2:26]3)[C:11](=[O:28])[CH2:10][CH2:9]2)[CH:5]=[CH:6][CH:7]=1, predict the reactants needed to synthesize it. The reactants are: [Cl:1][C:2]1[CH:3]=[C:4]([C@@H:8]2[C@@H:13]([C:14]3[CH:19]=[CH:18][C:17]([Cl:20])=[CH:16][CH:15]=3)[N:12]([CH:21]([CH:25]3[CH2:27][CH2:26]3)[CH:22]3[CH2:24][CH2:23]3)[C:11](=[O:28])[CH:10]=[CH:9]2)[CH:5]=[CH:6][CH:7]=1.[H][H]. (2) Given the product [F:26][C:25]1[CH:24]=[CH:23][C:10]([CH2:11][C:12]2[C:21]3[C:16](=[CH:17][CH:18]=[CH:19][CH:20]=3)[C:15](=[O:22])[NH:14][N:13]=2)=[CH:9][C:8]=1[C:6]([N:4]1[CH2:3][CH:2]([NH:1][CH:27]([CH3:28])[C:34]#[N:35])[CH2:5]1)=[O:7], predict the reactants needed to synthesize it. The reactants are: [NH2:1][CH:2]1[CH2:5][N:4]([C:6]([C:8]2[CH:9]=[C:10]([CH:23]=[CH:24][C:25]=2[F:26])[CH2:11][C:12]2[C:21]3[C:16](=[CH:17][CH:18]=[CH:19][CH:20]=3)[C:15](=[O:22])[NH:14][N:13]=2)=[O:7])[CH2:3]1.[CH:27](=O)[CH3:28].C[Si]([C:34]#[N:35])(C)C. (3) Given the product [CH3:9][C:10]1[C:11]([NH:16][C:17]([NH:19][C:20]([O:22][CH2:23][CH3:24])=[O:21])=[S:18])=[N:12][CH:13]=[CH:14][CH:15]=1.[CH3:1][C:2]1[C:3]2[N:4]([N:12]=[C:11]([NH2:16])[N:8]=2)[CH:5]=[CH:6][CH:7]=1, predict the reactants needed to synthesize it. The reactants are: [CH3:1][C:2]1[C:3]([NH2:8])=[N:4][CH:5]=[CH:6][CH:7]=1.[CH3:9][C:10]1[C:11]([NH:16][C:17]([NH:19][C:20]([O:22][CH2:23][CH3:24])=[O:21])=[S:18])=[N:12][CH:13]=[CH:14][CH:15]=1. (4) Given the product [Cl:1][C:2]1[CH:10]=[CH:9][C:8]2[N:7]([CH2:11][CH2:12][C:13]([N:25]3[CH2:26][CH2:27][CH:22]([CH3:21])[CH2:23][CH2:24]3)=[O:15])[C:6]3[CH2:16][CH2:17][N:18]([CH3:20])[CH2:19][C:5]=3[C:4]=2[CH:3]=1, predict the reactants needed to synthesize it. The reactants are: [Cl:1][C:2]1[CH:10]=[CH:9][C:8]2[N:7]([CH2:11][CH2:12][C:13]([OH:15])=O)[C:6]3[CH2:16][CH2:17][N:18]([CH3:20])[CH2:19][C:5]=3[C:4]=2[CH:3]=1.[CH3:21][CH:22]1[CH2:27][CH2:26][NH:25][CH2:24][CH2:23]1.C1CCC(N=C=NC2CCCCC2)CC1. (5) Given the product [NH2:12][C@H:13]([C:21]([OH:23])=[O:22])[CH2:14][C:15]1[CH:20]=[CH:19][CH:18]=[CH:17][CH:16]=1, predict the reactants needed to synthesize it. The reactants are: [N+](CCC(CC)C(O)=O)([O-])=O.[NH2:12][C@H:13]([C:21]([O:23]C)=[O:22])[CH2:14][C:15]1[CH:20]=[CH:19][CH:18]=[CH:17][CH:16]=1.Cl.CCN=C=NCCCN(C)C.Cl.CCN(C(C)C)C(C)C.OS([O-])(=O)=O.[Na+]. (6) Given the product [N:8]1[C:9]2[C:14](=[N:13][CH:12]=[CH:11][CH:10]=2)[CH:15]=[CH:16][C:7]=1[NH:20][C@H:21]1[CH2:24][C@H:23]([N:25]2[C:29]3[N:30]=[CH:31][N:32]=[CH:33][C:28]=3[C:27]([CH3:34])([CH3:35])[C:26]2=[O:36])[CH2:22]1, predict the reactants needed to synthesize it. The reactants are: FC(F)(F)S(O[C:7]1[CH:16]=[CH:15][C:14]2[C:9](=[CH:10][CH:11]=[CH:12][N:13]=2)[N:8]=1)(=O)=O.Cl.[NH2:20][C@H:21]1[CH2:24][C@H:23]([N:25]2[C:29]3[N:30]=[CH:31][N:32]=[CH:33][C:28]=3[C:27]([CH3:35])([CH3:34])[C:26]2=[O:36])[CH2:22]1.C(N(CC)C(C)C)(C)C. (7) Given the product [CH2:34]([O:13][C:12]([C:9]1[CH:8]=[CH:7][C:6]2[C:11](=[C:2]([OH:1])[CH:3]=[CH:4][CH:5]=2)[N:10]=1)=[O:14])[C:35]1[CH:40]=[CH:39][CH:38]=[CH:37][CH:36]=1, predict the reactants needed to synthesize it. The reactants are: [OH:1][C:2]1[CH:3]=[CH:4][CH:5]=[C:6]2[C:11]=1[N:10]=[C:9]([C:12]([OH:14])=[O:13])[CH:8]=[CH:7]2.C1C=CC(P(C2C=CC=CC=2)C2C=CC=CC=2)=CC=1.[CH2:34](O)[C:35]1[CH:40]=[CH:39][CH:38]=[CH:37][CH:36]=1.N(C(OCC)=O)=NC(OCC)=O. (8) Given the product [CH3:31][O:30][C:26]1[CH:25]=[C:24]([C:2]2[CH:3]=[C:4]3[CH2:10][C:9](=[O:11])[N:8]([CH2:12][O:13][CH2:14][CH2:15][Si:16]([CH3:19])([CH3:18])[CH3:17])[C:5]3=[N:6][CH:7]=2)[CH:23]=[C:22]([O:21][CH3:20])[C:27]=1[O:28][CH3:29], predict the reactants needed to synthesize it. The reactants are: Br[C:2]1[CH:3]=[C:4]2[CH2:10][C:9](=[O:11])[N:8]([CH2:12][O:13][CH2:14][CH2:15][Si:16]([CH3:19])([CH3:18])[CH3:17])[C:5]2=[N:6][CH:7]=1.[CH3:20][O:21][C:22]1[CH:23]=[C:24](B(O)O)[CH:25]=[C:26]([O:30][CH3:31])[C:27]=1[O:28][CH3:29].C([O-])([O-])=O.[Na+].[Na+]. (9) Given the product [F:36][C:35]([F:38])([F:37])[C:31]1[CH:30]=[C:29]([NH:28][C:27]([N:23]2[C:24]3[C:20](=[CH:19][C:18]([O:17][C:15]4[CH:14]=[CH:13][N:12]=[C:11]([C:15]([OH:17])([CH3:16])[CH3:14])[CH:16]=4)=[CH:26][CH:25]=3)[CH:21]=[CH:22]2)=[O:39])[CH:34]=[CH:33][CH:32]=1, predict the reactants needed to synthesize it. The reactants are: C[Mg]I.C(OC([C:11]1[CH:16]=[C:15]([O:17][C:18]2[CH:19]=[C:20]3[C:24](=[CH:25][CH:26]=2)[N:23]([C:27](=[O:39])[NH:28][C:29]2[CH:34]=[CH:33][CH:32]=[C:31]([C:35]([F:38])([F:37])[F:36])[CH:30]=2)[CH:22]=[CH:21]3)[CH:14]=[CH:13][N:12]=1)=O)(C)(C)C.C(Cl)Cl. (10) Given the product [Br:23][C:21]1[CH:20]=[CH:19][C:18]([O:24][CH3:25])=[C:17]([S:14]([NH:13][C:10]2[CH:11]=[CH:12][NH:8][N:9]=2)(=[O:15])=[O:16])[CH:22]=1, predict the reactants needed to synthesize it. The reactants are: C(OC([N:8]1[CH:12]=[CH:11][C:10]([NH:13][S:14]([C:17]2[CH:22]=[C:21]([Br:23])[CH:20]=[CH:19][C:18]=2[O:24][CH3:25])(=[O:16])=[O:15])=[N:9]1)=O)(C)(C)C.